Dataset: Reaction yield outcomes from USPTO patents with 853,638 reactions. Task: Predict the reaction yield, written as a fraction of the theoretical maximum amount of product (1.0 means a 100% yield; for example, 0.34 means a 34% yield). (1) The reactants are [Cl-].[Al+3].[Cl-].[Cl-].ClC1C=CC=CC=1.[Br:12][C:13]1[C:14]([CH3:25])=[CH:15][C:16]2[O:20][C:19]([CH3:22])([CH3:21])[CH2:18][C:17]=2[C:23]=1[CH3:24].[C:26](Cl)(=[O:28])[CH3:27]. The catalyst is C(OCC)(=O)C.O. The product is [Br:12][C:13]1[C:14]([CH3:25])=[C:15]([C:26](=[O:28])[CH3:27])[C:16]2[O:20][C:19]([CH3:21])([CH3:22])[CH2:18][C:17]=2[C:23]=1[CH3:24]. The yield is 0.0800. (2) The reactants are [Cl:1][C:2]1[C:7]([NH:8][C:9](=[O:34])[C:10]2[CH:15]=[C:14]([CH2:16][C:17]3[C:18](=[O:29])[C:19]([O:27][CH3:28])=[C:20]([O:25][CH3:26])[C:21](=[O:24])[C:22]=3[CH3:23])[CH:13]=[CH:12][C:11]=2[O:30]C(=O)C)=[CH:6][CH:5]=[CH:4][N:3]=1.C(=O)([O-])O.[Na+]. The catalyst is CO.O. The product is [Cl:1][C:2]1[C:7]([NH:8][C:9](=[O:34])[C:10]2[CH:15]=[C:14]([CH2:16][C:17]3[C:18](=[O:29])[C:19]([O:27][CH3:28])=[C:20]([O:25][CH3:26])[C:21](=[O:24])[C:22]=3[CH3:23])[CH:13]=[CH:12][C:11]=2[OH:30])=[CH:6][CH:5]=[CH:4][N:3]=1. The yield is 0.630.